This data is from Reaction yield outcomes from USPTO patents with 853,638 reactions. The task is: Predict the reaction yield, written as a fraction of the theoretical maximum amount of product (1.0 means a 100% yield; for example, 0.34 means a 34% yield). (1) The reactants are Br[C:2]1[CH:7]=[CH:6][C:5]([CH3:8])=[CH:4][C:3]=1[N+:9]([O-:11])=[O:10].[C:12]1(B(O)O)[CH:17]=[CH:16][CH:15]=[CH:14][CH:13]=1.CCCCCCCCCCC. The catalyst is C1(C)C=CC=CC=1. The product is [CH3:8][C:5]1[CH:6]=[CH:7][C:2]([C:12]2[CH:17]=[CH:16][CH:15]=[CH:14][CH:13]=2)=[C:3]([N+:9]([O-:11])=[O:10])[CH:4]=1. The yield is 1.00. (2) The reactants are [CH2:1]([O:3][C:4](=[O:17])[CH2:5][CH2:6][CH2:7][O:8][C:9]1[CH:14]=[CH:13][CH:12]=[CH:11][C:10]=1[CH:15]=O)[CH3:2].[O-]CC.[Na+].Cl. The catalyst is C(=O)(OCC)OCC.C(O)C. The product is [CH2:1]([O:3][C:4]([C:5]1[CH2:6][CH2:7][O:8][C:9]2[CH:14]=[CH:13][CH:12]=[CH:11][C:10]=2[CH:15]=1)=[O:17])[CH3:2]. The yield is 0.610. (3) The reactants are [N:1]1[CH:6]=[CH:5][C:4]([C:7]2[CH:11]=[CH:10][NH:9][N:8]=2)=[CH:3][CH:2]=1.[C:12]1(I)[CH:17]=[CH:16][CH:15]=[CH:14][CH:13]=1.C1CCN2C(=NCCC2)CC1. The catalyst is CC([O-])=O.CC([O-])=O.[Cu+2].CS(C)=O. The product is [C:12]1([N:9]2[CH:10]=[CH:11][C:7]([C:4]3[CH:3]=[CH:2][N:1]=[CH:6][CH:5]=3)=[N:8]2)[CH:17]=[CH:16][CH:15]=[CH:14][CH:13]=1. The yield is 0.120. (4) The reactants are [F:1][C:2]1[CH:7]=[CH:6][CH:5]=[CH:4][C:3]=1[CH2:8][C:9]([OH:11])=[O:10].[C:12]1([C@@H:18](O)[CH3:19])[CH:17]=[CH:16][CH:15]=[CH:14][CH:13]=1.CCN=C=NCCCN(C)C. The catalyst is CN(C1C=CN=CC=1)C.C(Cl)Cl. The product is [F:1][C:2]1[CH:7]=[CH:6][CH:5]=[CH:4][C:3]=1[CH2:8][C:9]([O:11][C@H:18]([C:12]1[CH:17]=[CH:16][CH:15]=[CH:14][CH:13]=1)[CH3:19])=[O:10]. The yield is 0.920. (5) The reactants are [C:1]([O:5][C:6]([C:8]1[O:9][C:10]2[CH:17]=[CH:16][CH:15]=[C:14]([OH:18])[C:11]=2[C:12]=1[CH3:13])=[O:7])([CH3:4])([CH3:3])[CH3:2].Br[CH2:20][C:21]([N:23]([CH3:25])[CH3:24])=[O:22].CN(C=O)C. The catalyst is O. The product is [C:1]([O:5][C:6]([C:8]1[O:9][C:10]2[CH:17]=[CH:16][CH:15]=[C:14]([O:18][CH2:20][C:21](=[O:22])[N:23]([CH3:25])[CH3:24])[C:11]=2[C:12]=1[CH3:13])=[O:7])([CH3:4])([CH3:2])[CH3:3]. The yield is 0.900. (6) The reactants are [C:1]([O:5][C:6]([NH:8][CH:9]1[C:27](=[O:28])[N:26]2[CH:22]([CH2:23][CH:24]([O:29][C:30]3[C:39]4[C:34](=[CH:35][CH:36]=[CH:37][CH:38]=4)[CH:33]=[CH:32][N:31]=3)[CH2:25]2)[C:21](=[O:40])[NH:20][C:19]2([C:41](O)=[O:42])[CH:17]([CH2:18]2)[CH:16]=[CH:15][CH2:14][CH2:13][CH2:12][CH2:11][CH2:10]1)=[O:7])([CH3:4])([CH3:3])[CH3:2].[CH3:44][C:45]1([S:48]([NH2:51])(=[O:50])=[O:49])[CH2:47][CH2:46]1. The catalyst is CO.C(Cl)Cl. The product is [C:1]([O:5][C:6](=[O:7])[NH:8][CH:9]1[C:27](=[O:28])[N:26]2[CH:22]([CH2:23][CH:24]([O:29][C:30]3[C:39]4[C:34](=[CH:35][CH:36]=[CH:37][CH:38]=4)[CH:33]=[CH:32][N:31]=3)[CH2:25]2)[C:21](=[O:40])[NH:20][C:19]2([C:41]([NH:51][S:48]([C:45]3([CH3:44])[CH2:47][CH2:46]3)(=[O:50])=[O:49])=[O:42])[CH:17]([CH2:18]2)[CH:16]=[CH:15][CH2:14][CH2:13][CH2:12][CH2:11][CH2:10]1)([CH3:4])([CH3:3])[CH3:2]. The yield is 0.580. (7) The reactants are Br[C:2]1[CH:3]=[C:4]2[C:8](=[CH:9][CH:10]=1)[NH:7][C:6](=[O:11])[C:5]2([O:15][CH3:16])[C:12]#[C:13][CH3:14].[Cl:17][C:18]1[CH:19]=[C:20](B(O)O)[CH:21]=[CH:22][CH:23]=1.C(=O)([O-])[O-].[Na+].[Na+]. The catalyst is C(COC)OC.O.C1C=CC([P]([Pd]([P](C2C=CC=CC=2)(C2C=CC=CC=2)C2C=CC=CC=2)([P](C2C=CC=CC=2)(C2C=CC=CC=2)C2C=CC=CC=2)[P](C2C=CC=CC=2)(C2C=CC=CC=2)C2C=CC=CC=2)(C2C=CC=CC=2)C2C=CC=CC=2)=CC=1. The product is [Cl:17][C:18]1[CH:23]=[C:22]([C:2]2[CH:3]=[C:4]3[C:8](=[CH:9][CH:10]=2)[NH:7][C:6](=[O:11])[C:5]3([O:15][CH3:16])[C:12]#[C:13][CH3:14])[CH:21]=[CH:20][CH:19]=1. The yield is 0.150. (8) The reactants are [Cl:1][C:2]1[CH:3]=[C:4]([CH:6]=[CH:7][CH:8]=1)[NH2:5].C[Al](C)C.[CH3:13][C:14]1[N:18]([C:19]2[CH:20]=[N:21][C:22]([CH3:25])=[CH:23][CH:24]=2)[N:17]=[N:16][C:15]=1[C:26](OCC)=[O:27]. The catalyst is O1CCOCC1.ClCCl. The product is [Cl:1][C:2]1[CH:3]=[C:4]([NH:5][C:26]([C:15]2[N:16]=[N:17][N:18]([C:19]3[CH:20]=[N:21][C:22]([CH3:25])=[CH:23][CH:24]=3)[C:14]=2[CH3:13])=[O:27])[CH:6]=[CH:7][CH:8]=1. The yield is 0.119. (9) The reactants are [CH2:1]([N:8]1[CH2:17][CH:16]([CH3:18])[C:15]2[N:14]=[C:13](Cl)[CH:12]=[CH:11][C:10]=2[CH2:9]1)[C:2]1[CH:7]=[CH:6][CH:5]=[CH:4][CH:3]=1.[CH:20]1([NH2:25])[CH2:24][CH2:23][CH2:22][CH2:21]1.[CH3:26]C(C1C=C(C(C)C)C(C2C=CC=CC=2P(C2CCCCC2)C2CCCCC2)=C(C(C)C)C=1)C.CC(C)([O-])C.[Na+]. The catalyst is C1C=CC(/C=C/C(/C=C/C2C=CC=CC=2)=O)=CC=1.C1C=CC(/C=C/C(/C=C/C2C=CC=CC=2)=O)=CC=1.C1C=CC(/C=C/C(/C=C/C2C=CC=CC=2)=O)=CC=1.[Pd].[Pd].O.C1(C)C=CC=CC=1. The product is [CH2:1]([N:8]1[CH2:17][CH:16]([CH3:18])[C:15]2[N:14]=[C:13]([N:25]([CH:20]3[CH2:24][CH2:23][CH2:22][CH2:21]3)[CH3:26])[CH:12]=[CH:11][C:10]=2[CH2:9]1)[C:2]1[CH:7]=[CH:6][CH:5]=[CH:4][CH:3]=1. The yield is 0.180.